From a dataset of Forward reaction prediction with 1.9M reactions from USPTO patents (1976-2016). Predict the product of the given reaction. The product is: [C:11]([O:10][C:8]([C:7]1[C:6]([OH:5])=[C:18]([C:19]([F:20])([F:21])[F:22])[CH:17]=[CH:16][C:15]=1[CH2:23][O:24][C:25]1[CH:30]=[CH:29][C:28]([C:31]2[CH:36]=[CH:35][C:34]([CH2:37][C:38]([OH:40])=[O:39])=[C:33]([CH3:42])[CH:32]=2)=[CH:27][CH:26]=1)=[O:9])([CH3:14])([CH3:12])[CH3:13]. Given the reactants [OH-].[Na+].CO.[OH:5][C:6]1[C:18]([C:19]([F:22])([F:21])[F:20])=[CH:17][CH:16]=[C:15]([CH2:23][O:24][C:25]2[CH:30]=[CH:29][C:28]([C:31]3[CH:36]=[CH:35][C:34]([CH2:37][C:38]([O:40]C)=[O:39])=[C:33]([CH3:42])[CH:32]=3)=[CH:27][CH:26]=2)[C:7]=1[C:8]([O:10][C:11]([CH3:14])([CH3:13])[CH3:12])=[O:9].Cl, predict the reaction product.